Dataset: Catalyst prediction with 721,799 reactions and 888 catalyst types from USPTO. Task: Predict which catalyst facilitates the given reaction. (1) Reactant: [CH2:1]([N:3]1[CH:7]=[C:6]([C:8](O)=[O:9])[C:5]([NH:11][S:12]([C:15]2[CH:20]=[CH:19][C:18]([O:21][CH2:22][C:23]3[N:24]=[C:25]([C:29]4[CH:34]=[CH:33][CH:32]=[CH:31][CH:30]=4)[O:26][C:27]=3[CH3:28])=[CH:17][CH:16]=2)(=[O:14])=[O:13])=[N:4]1)[CH3:2].[CH3:35][CH2:36][N:37]=C=NCCCN(C)C.Cl.ON1C2C=CC=CC=2N=N1.Cl.C(N)C. Product: [CH2:36]([NH:37][C:8]([C:6]1[C:5]([NH:11][S:12]([C:15]2[CH:20]=[CH:19][C:18]([O:21][CH2:22][C:23]3[N:24]=[C:25]([C:29]4[CH:34]=[CH:33][CH:32]=[CH:31][CH:30]=4)[O:26][C:27]=3[CH3:28])=[CH:17][CH:16]=2)(=[O:13])=[O:14])=[N:4][N:3]([CH2:1][CH3:2])[CH:7]=1)=[O:9])[CH3:35]. The catalyst class is: 124. (2) Reactant: [CH3:1][O:2][C:3]1[CH:11]=[CH:10][C:6]([C:7]([OH:9])=O)=[CH:5][CH:4]=1.C(C1NC=CN=1)(C1NC=CN=1)=O.O/[N:25]=[C:26](\[NH2:44])/[C:27]1[CH:32]=[CH:31][C:30]([C:33]2[NH:37][C:36]3[CH:38]=[CH:39][C:40]([O:42][CH3:43])=[CH:41][C:35]=3[N:34]=2)=[CH:29][CH:28]=1. The catalyst class is: 3. Product: [CH3:43][O:42][C:40]1[CH:39]=[CH:38][C:36]2[NH:37][C:33]([C:30]3[CH:29]=[CH:28][C:27]([C:26]4[N:44]=[C:7]([C:6]5[CH:5]=[CH:4][C:3]([O:2][CH3:1])=[CH:11][CH:10]=5)[O:9][N:25]=4)=[CH:32][CH:31]=3)=[N:34][C:35]=2[CH:41]=1.